This data is from Reaction yield outcomes from USPTO patents with 853,638 reactions. The task is: Predict the reaction yield, written as a fraction of the theoretical maximum amount of product (1.0 means a 100% yield; for example, 0.34 means a 34% yield). (1) The reactants are [CH2:1]([N:3]1[C:7]2=[N:8][C:9]([CH2:48][CH3:49])=[C:10]([CH2:19][NH:20][C:21]([C:23]3[CH:28]=[CH:27][CH:26]=[C:25]([C:29]([NH:31][CH2:32][C:33]4[C:34]([CH3:47])=[C:35]([C:39]5[CH:44]=[CH:43][CH:42]=[C:41](C=O)[CH:40]=5)[CH:36]=[CH:37][CH:38]=4)=[O:30])[CH:24]=3)=[O:22])[C:11]([NH:12][CH:13]3[CH2:18][CH2:17][O:16][CH2:15][CH2:14]3)=[C:6]2[CH:5]=[N:4]1)[CH3:2].[N:50]1([C:56](OC(C)(C)C)=O)[CH2:55][CH2:54][NH:53][CH2:52][CH2:51]1.C(O[BH-](OC(=O)C)OC(=O)C)(=O)C.[Na+].CC(O)=O. The catalyst is ClCCCl. The product is [CH2:1]([N:3]1[C:7]2=[N:8][C:9]([CH2:48][CH3:49])=[C:10]([CH2:19][NH:20][C:21]([C:23]3[CH:28]=[CH:27][CH:26]=[C:25]([C:29]([NH:31][CH2:32][C:33]4[C:34]([CH3:47])=[C:35]([C:39]5[CH:44]=[CH:43][CH:42]=[C:41]([CH2:56][N:50]6[CH2:51][CH2:52][NH:53][CH2:54][CH2:55]6)[CH:40]=5)[CH:36]=[CH:37][CH:38]=4)=[O:30])[CH:24]=3)=[O:22])[C:11]([NH:12][CH:13]3[CH2:18][CH2:17][O:16][CH2:15][CH2:14]3)=[C:6]2[CH:5]=[N:4]1)[CH3:2]. The yield is 0.190. (2) The reactants are [OH:1][B:2]1[C:6]2[CH:7]=[C:8]([C:11]3[CH:12]=[C:13]([CH:16]=[CH:17][CH:18]=3)[C:14]#N)[CH:9]=[CH:10][C:5]=2[CH2:4][O:3]1.[OH-:19].[Na+].C[OH:22].O. No catalyst specified. The product is [OH:1][B:2]1[C:6]2[CH:7]=[C:8]([C:11]3[CH:12]=[C:13]([CH:16]=[CH:17][CH:18]=3)[C:14]([OH:22])=[O:19])[CH:9]=[CH:10][C:5]=2[CH2:4][O:3]1. The yield is 0.636.